Dataset: Full USPTO retrosynthesis dataset with 1.9M reactions from patents (1976-2016). Task: Predict the reactants needed to synthesize the given product. (1) Given the product [C:24]([NH:18][S:17]([C:15]1[CH:14]=[CH:13][C:12]([O:21][CH3:22])=[C:11]([CH:16]=1)[C:10]([NH:9][CH2:8][CH:4]1[CH2:5][CH2:6][CH2:7][N:3]1[CH2:1][CH3:2])=[O:23])(=[O:19])=[O:20])(=[O:26])[CH3:25], predict the reactants needed to synthesize it. The reactants are: [CH2:1]([N:3]1[CH2:7][CH2:6][CH2:5][CH:4]1[CH2:8][NH:9][C:10](=[O:23])[C:11]1[CH:16]=[C:15]([S:17](=[O:20])(=[O:19])[NH2:18])[CH:14]=[CH:13][C:12]=1[O:21][CH3:22])[CH3:2].[C:24](OC(=O)C)(=[O:26])[CH3:25].C(N(CC)CC)C. (2) Given the product [NH2:20][C@H:21]([C:29]([OH:31])=[O:30])[CH2:22][CH2:23][CH2:24][NH:25][C:26](=[NH:27])[NH2:28].[NH2:20][C@H:21]([C:29]([OH:31])=[O:30])[CH2:22][CH2:23][CH2:24][NH:25][C:26](=[NH:27])[NH2:28], predict the reactants needed to synthesize it. The reactants are: [C@@H]1(N2C3N=CN=C(N)C=3N=C2)O[C@H](CO)[C@@H](O)[C@H]1O.[NH2:20][C@H:21]([C:29]([OH:31])=[O:30])[CH2:22][CH2:23][CH2:24][NH:25][C:26](=[NH:28])[NH2:27].P(OC[C@H]1O[C@@H](N2C3N=CN=C(N)C=3N=C2)[C@H](O)[C@@H]1O)(OP(OP(O)(O)=O)(O)=O)(=O)O.P(OC[C@H]1O[C@@H](N2C3N=CN=C(N)C=3N=C2)[C@H](O)[C@@H]1O)(OP(OP(O)(O)=O)(O)=O)(=O)O. (3) The reactants are: [C:1]([O:5][C:6](=[O:22])[C:7]1[CH:12]=[CH:11][C:10]([NH2:13])=[C:9]([NH:14][CH2:15][CH2:16][C:17]([O:19][CH2:20][CH3:21])=[O:18])[CH:8]=1)([CH3:4])([CH3:3])[CH3:2].C1N=CN([C:28](N2C=NC=C2)=[O:29])C=1. Given the product [C:1]([O:5][C:6]([C:7]1[CH:12]=[CH:11][C:10]2[NH:13][C:28](=[O:29])[N:14]([CH2:15][CH2:16][C:17]([O:19][CH2:20][CH3:21])=[O:18])[C:9]=2[CH:8]=1)=[O:22])([CH3:3])([CH3:4])[CH3:2], predict the reactants needed to synthesize it. (4) Given the product [Cl:1][C:2]([F:13])([F:12])[C:3]1[CH:4]=[CH:5][C:6]([CH:9]([Cl:16])[CH3:10])=[CH:7][N:8]=1, predict the reactants needed to synthesize it. The reactants are: [Cl:1][C:2]([F:13])([F:12])[C:3]1[N:8]=[CH:7][C:6]([CH:9](O)[CH3:10])=[CH:5][CH:4]=1.S(Cl)([Cl:16])=O. (5) Given the product [CH3:21][S:20][C:14]1[CH:19]=[CH:18][C:17]([C:11]([C:1]2[C:10]3[C:5](=[CH:6][CH:7]=[CH:8][CH:9]=3)[CH:4]=[CH:3][CH:2]=2)=[O:13])=[CH:16][CH:15]=1, predict the reactants needed to synthesize it. The reactants are: [C:1]1([C:11]([OH:13])=O)[C:10]2[C:5](=[CH:6][CH:7]=[CH:8][CH:9]=2)[CH:4]=[CH:3][CH:2]=1.[C:14]1([S:20][CH3:21])[CH:19]=[CH:18][CH:17]=[CH:16][CH:15]=1. (6) Given the product [CH2:19]([O:31][C:32]1[CH:37]=[CH:36][C:35]([CH:38]=[CH2:39])=[CH:34][C:33]=1[O:40][CH2:41][CH2:42][CH2:43][CH2:44][CH2:45][CH2:46][CH2:47][CH2:48][CH2:49][CH2:50][CH2:51][CH3:52])[CH2:20][CH2:21][CH2:22][CH2:23][CH2:24][CH2:25][CH2:26][CH2:27][CH2:28][CH2:29][CH3:30].[CH2:41]([O:40][C:33]1[CH:34]=[C:35]([CH:38]=[CH:39][C:2]2[CH:7]=[CH:6][C:5]([C:8](=[O:9])[C:10]([C:12]3[CH:17]=[CH:16][C:15]([CH:39]=[CH:38][C:35]4[CH:36]=[CH:37][C:32]([O:31][CH2:19][CH2:20][CH2:21][CH2:22][CH2:23][CH2:24][CH2:25][CH2:26][CH2:27][CH2:28][CH2:29][CH3:30])=[C:33]([O:40][CH2:41][CH2:42][CH2:43][CH2:44][CH2:45][CH2:46][CH2:47][CH2:48][CH2:49][CH2:50][CH2:51][CH3:52])[CH:34]=4)=[CH:14][CH:13]=3)=[O:11])=[CH:4][CH:3]=2)[CH:36]=[CH:37][C:32]=1[O:31][CH2:19][CH2:20][CH2:21][CH2:22][CH2:23][CH2:24][CH2:25][CH2:26][CH2:27][CH2:28][CH2:29][CH3:30])[CH2:42][CH2:43][CH2:44][CH2:45][CH2:46][CH2:47][CH2:48][CH2:49][CH2:50][CH2:51][CH3:52], predict the reactants needed to synthesize it. The reactants are: Br[C:2]1[CH:7]=[CH:6][C:5]([C:8]([C:10]([C:12]2[CH:17]=[CH:16][C:15](Br)=[CH:14][CH:13]=2)=[O:11])=[O:9])=[CH:4][CH:3]=1.[CH2:19]([O:31][C:32]1[CH:37]=[CH:36][C:35]([CH:38]=[CH2:39])=[CH:34][C:33]=1[O:40][CH2:41][CH2:42][CH2:43][CH2:44][CH2:45][CH2:46][CH2:47][CH2:48][CH2:49][CH2:50][CH2:51][CH3:52])[CH2:20][CH2:21][CH2:22][CH2:23][CH2:24][CH2:25][CH2:26][CH2:27][CH2:28][CH2:29][CH3:30]. (7) Given the product [CH2:1]([C@@H:8]([CH2:9][N:10]1[CH2:15][CH2:14][C@:13]([C:17]2[CH:25]=[CH:24][CH:23]=[C:19]([C:20](=[O:21])[NH2:36])[CH:18]=2)([CH3:16])[C@@H:12]([CH3:26])[CH2:11]1)[C:27]([O:29][C:30]([CH3:33])([CH3:32])[CH3:31])=[O:28])[C:2]1[CH:7]=[CH:6][CH:5]=[CH:4][CH:3]=1, predict the reactants needed to synthesize it. The reactants are: [CH2:1]([C@H:8]([C:27]([O:29][C:30]([CH3:33])([CH3:32])[CH3:31])=[O:28])[CH2:9][N:10]1[CH2:15][CH2:14][C@:13]([C:17]2[CH:18]=[C:19]([CH:23]=[CH:24][CH:25]=2)[C:20](O)=[O:21])([CH3:16])[C@@H:12]([CH3:26])[CH2:11]1)[C:2]1[CH:7]=[CH:6][CH:5]=[CH:4][CH:3]=1.C([N:36](CC)CC)C.[Cl-].[NH4+].CN(C(ON1N=NC2C=CC=CC1=2)=[N+](C)C)C.[B-](F)(F)(F)F. (8) Given the product [F:1][C:2]1[CH:7]=[CH:6][C:5]([CH:10]([C:5]2[CH:6]=[CH:7][C:2]([F:1])=[CH:3][CH:4]=2)[C:9]([OH:13])=[O:12])=[CH:4][CH:3]=1, predict the reactants needed to synthesize it. The reactants are: [F:1][C:2]1[CH:7]=[CH:6][CH:5]=[CH:4][CH:3]=1.O.[C:9]([OH:13])(=[O:12])[CH:10]=O.S(=O)(=O)(O)O.[OH-].[K+].